Dataset: Full USPTO retrosynthesis dataset with 1.9M reactions from patents (1976-2016). Task: Predict the reactants needed to synthesize the given product. (1) Given the product [Na+:49].[F:24][C:21]1[CH:22]=[CH:23][C:18]([C:17]2[C:16]([C:25]3[CH:26]=[CH:27][CH:28]=[CH:29][CH:30]=3)=[C:15]([C:31](=[O:41])[NH:32][CH2:33][CH2:34][C:35]3[CH:36]=[N:37][CH:38]=[CH:39][CH:40]=3)[N:14]([CH:42]([CH3:43])[CH3:44])[C:13]=2[CH2:12][CH2:11][C@@H:10]([OH:45])[CH2:9][C@@H:8]([OH:46])[CH2:7][C:6]([O-:47])=[O:5])=[CH:19][CH:20]=1, predict the reactants needed to synthesize it. The reactants are: C([O:5][C:6](=[O:47])[CH2:7][C@H:8]([OH:46])[CH2:9][C@H:10]([OH:45])[CH2:11][CH2:12][C:13]1[N:14]([CH:42]([CH3:44])[CH3:43])[C:15]([C:31](=[O:41])[NH:32][CH2:33][CH2:34][C:35]2[CH:36]=[N:37][CH:38]=[CH:39][CH:40]=2)=[C:16]([C:25]2[CH:30]=[CH:29][CH:28]=[CH:27][CH:26]=2)[C:17]=1[C:18]1[CH:23]=[CH:22][C:21]([F:24])=[CH:20][CH:19]=1)(C)(C)C.[OH-].[Na+:49]. (2) Given the product [CH3:11][N:5]1[CH2:6][CH2:7][C@@H:2]([CH3:1])[CH2:3][C@@H:4]1[C:8]([OH:10])=[O:9], predict the reactants needed to synthesize it. The reactants are: [CH3:1][C@@H:2]1[CH2:7][CH2:6][NH:5][C@@H:4]([C:8]([OH:10])=[O:9])[CH2:3]1.[CH2:11]=O. (3) The reactants are: [O:1]=[C:2]1[N:11]([CH:12]2[CH2:17][CH2:16][N:15](C(OC(C)(C)C)=O)[CH2:14][CH2:13]2)[C@@H:10]2[C@H:5]([CH2:6][CH2:7][CH2:8][CH2:9]2)[O:4][CH2:3]1.Cl. Given the product [NH:15]1[CH2:16][CH2:17][CH:12]([N:11]2[C@@H:10]3[C@H:5]([CH2:6][CH2:7][CH2:8][CH2:9]3)[O:4][CH2:3][C:2]2=[O:1])[CH2:13][CH2:14]1, predict the reactants needed to synthesize it.